From a dataset of Reaction yield outcomes from USPTO patents with 853,638 reactions. Predict the reaction yield, written as a fraction of the theoretical maximum amount of product (1.0 means a 100% yield; for example, 0.34 means a 34% yield). (1) The reactants are Cl[C:2]1[N:7]=[C:6]([CH:8]2[CH2:13][CH2:12][CH2:11][CH2:10][CH2:9]2)[N:5]=[C:4]([NH:14][C:15]2[C:23]3[C:18](=[N:19][CH:20]=[C:21]([F:24])[CH:22]=3)[NH:17][N:16]=2)[CH:3]=1.C([N:28]([CH2:32][CH3:33])[CH:29](C)C)(C)C.N1CCC1. The catalyst is C(O)CCC. The product is [N:28]1([C:2]2[N:7]=[C:6]([CH:8]3[CH2:13][CH2:12][CH2:11][CH2:10][CH2:9]3)[N:5]=[C:4]([NH:14][C:15]3[C:23]4[C:18](=[N:19][CH:20]=[C:21]([F:24])[CH:22]=4)[NH:17][N:16]=3)[CH:3]=2)[CH2:29][CH2:33][CH2:32]1. The yield is 0.580. (2) The reactants are C[O:2][C:3](=[O:23])[C:4]1[C:9]([CH3:10])=[CH:8][C:7]([C:11]2[CH:16]=[CH:15][CH:14]=[C:13]([C:17]([F:20])([F:19])[F:18])[CH:12]=2)=[N:6][C:5]=1[O:21][CH3:22].[OH-].[Li+].Cl.O. The catalyst is C1COCC1.CO. The product is [CH3:22][O:21][C:5]1[N:6]=[C:7]([C:11]2[CH:16]=[CH:15][CH:14]=[C:13]([C:17]([F:20])([F:18])[F:19])[CH:12]=2)[CH:8]=[C:9]([CH3:10])[C:4]=1[C:3]([OH:23])=[O:2]. The yield is 0.770.